From a dataset of Full USPTO retrosynthesis dataset with 1.9M reactions from patents (1976-2016). Predict the reactants needed to synthesize the given product. (1) Given the product [OH:25][C:23]1[C:22]2[C:21](=[CH:30][CH:29]=[C:28]([O:31][CH3:32])[CH:27]=2)[N:20]=[CH:19][C:2]=1[C:1]#[N:3], predict the reactants needed to synthesize it. The reactants are: [C:1](#[N:3])[CH3:2].C(=O)=O.CC(O)C.[Li]CCCC.CN(/[CH:19]=[N:20]/[C:21]1[CH:30]=[CH:29][C:28]([O:31][CH3:32])=[CH:27][C:22]=1[C:23]([O:25]C)=O)C. (2) Given the product [F:48][C:2]1([F:1])[CH2:7][CH2:6][CH:5]([C:8]2[C:17]3[C@@H:16]([O:18][CH2:19][C:20]4[CH:21]=[CH:22][C:23]([O:26][CH3:27])=[CH:24][CH:25]=4)[CH2:15][C:14]([CH3:28])([CH3:29])[CH2:13][C:12]=3[N:11]=[C:10]([CH:30]3[CH2:35][CH2:34][N:33]([C:50]4[N:51]=[CH:52][C:53]([O:56][CH2:57][CH:58]5[CH2:63][O:62][C:61]([CH3:65])([CH3:64])[O:60][CH2:59]5)=[CH:54][N:55]=4)[CH2:32][CH2:31]3)[C:9]=2[C@@H:36]([F:47])[C:37]2[CH:38]=[CH:39][C:40]([C:43]([F:45])([F:46])[F:44])=[CH:41][CH:42]=2)[CH2:4][CH2:3]1, predict the reactants needed to synthesize it. The reactants are: [F:1][C:2]1([F:48])[CH2:7][CH2:6][CH:5]([C:8]2[C:17]3[C@@H:16]([O:18][CH2:19][C:20]4[CH:25]=[CH:24][C:23]([O:26][CH3:27])=[CH:22][CH:21]=4)[CH2:15][C:14]([CH3:29])([CH3:28])[CH2:13][C:12]=3[N:11]=[C:10]([CH:30]3[CH2:35][CH2:34][NH:33][CH2:32][CH2:31]3)[C:9]=2[C@@H:36]([F:47])[C:37]2[CH:42]=[CH:41][C:40]([C:43]([F:46])([F:45])[F:44])=[CH:39][CH:38]=2)[CH2:4][CH2:3]1.Cl[C:50]1[N:55]=[CH:54][C:53]([O:56][CH2:57][CH:58]2[CH2:63][O:62][C:61]([CH3:65])([CH3:64])[O:60][CH2:59]2)=[CH:52][N:51]=1.C(=O)([O-])[O-].[Cs+].[Cs+].CCCC(O)CCC. (3) Given the product [CH3:16][N:7]1[CH2:8][CH:9]([C:11]2[CH:15]=[CH:14][S:13][CH:12]=2)[C:17]2[C:5](=[CH:4][C:3]([O:2][CH2:1][CH2:32][CH2:27][N:26]3[CH2:25][CH2:24][CH2:28][CH2:29][CH2:30]3)=[CH:19][CH:18]=2)[CH2:6]1, predict the reactants needed to synthesize it. The reactants are: [CH3:1][O:2][C:3]1[CH:4]=[C:5]([CH:17]=[CH:18][CH:19]=1)[CH2:6][N:7]([CH3:16])[CH2:8][C:9]([C:11]1[CH:15]=[CH:14][S:13][CH:12]=1)=O.COC1C=[C:24]([CH:28]=[CH:29][CH:30]=1)[CH2:25][NH:26][CH3:27].Br[CH2:32]C(C1C=CSC=1)=O. (4) Given the product [F:15][C:12]1[CH:13]=[CH:14][C:9]([C:4]([OH:8])([CH2:5][CH:6]=[CH2:7])[CH2:3][CH2:2][NH:18][N:17]([CH3:16])[C:19]2[CH:24]=[CH:23][CH:22]=[CH:21][CH:20]=2)=[CH:10][CH:11]=1, predict the reactants needed to synthesize it. The reactants are: Cl[CH2:2][CH2:3][C:4]([C:9]1[CH:14]=[CH:13][C:12]([F:15])=[CH:11][CH:10]=1)([OH:8])[CH2:5][CH:6]=[CH2:7].[CH3:16][N:17]([C:19]1[CH:24]=[CH:23][CH:22]=[CH:21][CH:20]=1)[NH2:18]. (5) Given the product [C:46]([NH2:44])(=[O:47])[C:8]1[CH:7]=[CH:9][CH:27]=[CH:22][CH:23]=1, predict the reactants needed to synthesize it. The reactants are: C(N([CH:7]([CH3:9])[CH3:8])CC)(C)C.C[NH3+].F[P-](F)(F)(F)(F)F.N1(OC(N(C)C)=[N+](C)C)[C:23]2N=CC=[CH:27][C:22]=2N=N1.F[P-](F)(F)(F)(F)F.C[N:44]([CH:46]=[O:47])C. (6) Given the product [CH3:2][O:3][C:4]1[CH:9]=[C:8]([B:10]2[O:14][C:13]([CH3:16])([CH3:15])[C:12]([CH3:18])([CH3:17])[O:11]2)[CH:7]=[CH:6][CH:5]=1, predict the reactants needed to synthesize it. The reactants are: Br[CH2:2][O:3][C:4]1[CH:9]=[CH:8][CH:7]=[CH:6][CH:5]=1.[B:10]1([B:10]2[O:14][C:13]([CH3:16])([CH3:15])[C:12]([CH3:18])([CH3:17])[O:11]2)[O:14][C:13]([CH3:16])([CH3:15])[C:12]([CH3:18])([CH3:17])[O:11]1.C([O-])(=O)C.[K+]. (7) Given the product [CH3:1][C:2]1[CH:3]=[C:4]([CH2:5][OH:6])[CH:8]=[CH:9][C:10]=1[N+:11]([O-:13])=[O:12], predict the reactants needed to synthesize it. The reactants are: [CH3:1][C:2]1[CH:3]=[C:4]([CH:8]=[CH:9][C:10]=1[N+:11]([O-:13])=[O:12])[C:5](O)=[O:6].B(OC)(OC)OC. (8) Given the product [NH2:1][C:4]1[CH:9]=[CH:8][C:7]([N:10]2[CH2:11][CH2:12][CH2:13][CH2:14][CH2:15]2)=[CH:6][C:5]=1[C:16]1[N:21]=[CH:20][N:19]=[C:18]([NH:22][CH:23]([C:25]2[CH:30]=[CH:29][CH:28]=[C:27]([C:31]([F:32])([F:34])[F:33])[CH:26]=2)[CH3:24])[CH:17]=1, predict the reactants needed to synthesize it. The reactants are: [N+:1]([C:4]1[CH:9]=[CH:8][C:7]([N:10]2[CH2:15][CH2:14][CH2:13][CH2:12][CH2:11]2)=[CH:6][C:5]=1[C:16]1[N:21]=[CH:20][N:19]=[C:18]([NH:22][CH:23]([C:25]2[CH:30]=[CH:29][CH:28]=[C:27]([C:31]([F:34])([F:33])[F:32])[CH:26]=2)[CH3:24])[CH:17]=1)([O-])=O. (9) Given the product [NH2:1][C:2]1[CH:7]=[CH:6][C:5]([C:37]#[CH:38])=[CH:4][C:3]=1[CH:9]1[C:14]2([C:22]3[C:17](=[CH:18][C:19]([Cl:23])=[CH:20][CH:21]=3)[NH:16][C:15]2=[O:24])[CH:13]([C:25]2[CH:30]=[CH:29][CH:28]=[C:27]([Cl:31])[CH:26]=2)[CH2:12][C:11](=[O:32])[NH:10]1, predict the reactants needed to synthesize it. The reactants are: [NH2:1][C:2]1[CH:7]=[CH:6][C:5](I)=[CH:4][C:3]=1[CH:9]1[C:14]2([C:22]3[C:17](=[CH:18][C:19]([Cl:23])=[CH:20][CH:21]=3)[NH:16][C:15]2=[O:24])[CH:13]([C:25]2[CH:30]=[CH:29][CH:28]=[C:27]([Cl:31])[CH:26]=2)[CH2:12][C:11](=[O:32])[NH:10]1.C[Si]([C:37]#[CH:38])(C)C.C(N(CC)CC)C.[OH-].[Na+]. (10) Given the product [C:1]([O:5][C:6](=[O:19])[NH:7][C:8]1[CH:13]=[C:12]([N:22]([CH2:20][CH3:21])[CH3:23])[C:11]([Cl:15])=[CH:10][C:9]=1[N+:16]([O-:18])=[O:17])([CH3:4])([CH3:3])[CH3:2], predict the reactants needed to synthesize it. The reactants are: [C:1]([O:5][C:6](=[O:19])[NH:7][C:8]1[CH:13]=[C:12](Cl)[C:11]([Cl:15])=[CH:10][C:9]=1[N+:16]([O-:18])=[O:17])([CH3:4])([CH3:3])[CH3:2].[CH2:20]([NH:22][CH3:23])[CH3:21].